Dataset: Catalyst prediction with 721,799 reactions and 888 catalyst types from USPTO. Task: Predict which catalyst facilitates the given reaction. Reactant: [C:1]([O:5][C:6](=[O:21])[CH2:7][NH:8][C:9](=[O:20])[CH2:10][C:11]1[CH:16]=[CH:15][C:14]([N+:17]([O-])=O)=[CH:13][CH:12]=1)([CH3:4])([CH3:3])[CH3:2]. Product: [C:1]([O:5][C:6](=[O:21])[CH2:7][NH:8][C:9](=[O:20])[CH2:10][C:11]1[CH:16]=[CH:15][C:14]([NH2:17])=[CH:13][CH:12]=1)([CH3:4])([CH3:2])[CH3:3]. The catalyst class is: 19.